Dataset: Catalyst prediction with 721,799 reactions and 888 catalyst types from USPTO. Task: Predict which catalyst facilitates the given reaction. (1) The catalyst class is: 7. Reactant: [CH3:1][N:2]([CH3:18])[C:3]([CH2:5][CH2:6][NH:7][C:8](=[O:17])[O:9][CH2:10][C:11]1[CH:16]=[CH:15][CH:14]=[CH:13][CH:12]=1)=[O:4].[H-].[Na+].I[CH3:22].O. Product: [CH3:18][N:2]([CH3:1])[C:3]([CH2:5][CH2:6][N:7]([CH3:22])[C:8](=[O:17])[O:9][CH2:10][C:11]1[CH:16]=[CH:15][CH:14]=[CH:13][CH:12]=1)=[O:4]. (2) Reactant: C(N(CC)CC)C.[OH:8][CH2:9][CH:10]1[CH2:13][CH:12]([OH:14])[CH2:11]1.[CH3:15][C:16]1[CH:21]=[CH:20][C:19]([S:22](Cl)(=[O:24])=[O:23])=[CH:18][CH:17]=1. Product: [CH3:15][C:16]1[CH:21]=[CH:20][C:19]([S:22]([O:8][CH2:9][CH:10]2[CH2:13][CH:12]([OH:14])[CH2:11]2)(=[O:24])=[O:23])=[CH:18][CH:17]=1. The catalyst class is: 79. (3) Reactant: Br[CH2:2][C:3]1[CH:8]=[CH:7][CH:6]=[CH:5][C:4]=1[B:9]1[O:13][C:12]([CH3:15])([CH3:14])[C:11]([CH3:17])([CH3:16])[O:10]1.[P:18]([O:25]CC)([O:22][CH2:23][CH3:24])[O:19][CH2:20][CH3:21]. Product: [CH3:16][C:11]1([CH3:17])[C:12]([CH3:15])([CH3:14])[O:13][B:9]([C:4]2[CH:5]=[CH:6][CH:7]=[CH:8][C:3]=2[CH2:2][P:18](=[O:25])([O:22][CH2:23][CH3:24])[O:19][CH2:20][CH3:21])[O:10]1. The catalyst class is: 4. (4) Reactant: [C:1]([C:3]1[CH:8]=[CH:7][C:6]([C@@H:9]2[C:14]([C:15]#[N:16])=[C:13]([CH3:17])[N:12]([C:18]3[CH:23]=[CH:22][CH:21]=[C:20]([C:24]([F:27])([F:26])[F:25])[CH:19]=3)[C:11](=[O:28])[N:10]2[CH3:29])=[C:5]([N+:30]([O-])=O)[CH:4]=1)#[N:2]. Product: [NH2:30][C:5]1[CH:4]=[C:3]([C:1]#[N:2])[CH:8]=[CH:7][C:6]=1[C@@H:9]1[C:14]([C:15]#[N:16])=[C:13]([CH3:17])[N:12]([C:18]2[CH:23]=[CH:22][CH:21]=[C:20]([C:24]([F:27])([F:26])[F:25])[CH:19]=2)[C:11](=[O:28])[N:10]1[CH3:29]. The catalyst class is: 19. (5) Reactant: C1C2C(COC([NH:18][C@@H:19]3[CH2:23][N:22]([C:24](=[O:44])[C@@H:25]([NH:30][C:31](=[O:43])[C@@H:32]([N:34]([CH3:42])[C:35](=[O:41])[O:36][C:37]([CH3:40])([CH3:39])[CH3:38])[CH3:33])[C:26]([CH3:29])([CH3:28])[CH3:27])[C@H:21]([C:45](=[O:57])[NH:46][C@H:47]4[C:56]5[C:51](=[CH:52][CH:53]=[CH:54][CH:55]=5)[CH2:50][CH2:49][CH2:48]4)[CH2:20]3)=O)C3C(=CC=CC=3)C=2C=CC=1.N1CCCCC1. The catalyst class is: 2. Product: [NH2:18][C@@H:19]1[CH2:23][N:22]([C:24](=[O:44])[C@@H:25]([NH:30][C:31](=[O:43])[C@@H:32]([N:34]([CH3:42])[C:35](=[O:41])[O:36][C:37]([CH3:38])([CH3:39])[CH3:40])[CH3:33])[C:26]([CH3:28])([CH3:29])[CH3:27])[C@H:21]([C:45](=[O:57])[NH:46][C@H:47]2[C:56]3[C:51](=[CH:52][CH:53]=[CH:54][CH:55]=3)[CH2:50][CH2:49][CH2:48]2)[CH2:20]1. (6) Reactant: O1CCCCC1[N:7]1[C:15]2[C:10](=[CH:11][C:12]([C:16]3[N:20]=[CH:19][N:18](C(C4C=CC=CC=4)(C4C=CC=CC=4)C4C=CC=CC=4)[N:17]=3)=[CH:13][CH:14]=2)[C:9]([C:40]2[CH:41]=[C:42]([NH:46][C:47](=[O:56])[CH2:48][CH2:49]C3C=CC=CC=3)[CH:43]=[CH:44][CH:45]=2)=[N:8]1. Product: [NH:18]1[CH:19]=[N:20][C:16]([C:12]2[CH:11]=[C:10]3[C:15](=[CH:14][CH:13]=2)[NH:7][N:8]=[C:9]3[C:40]2[CH:41]=[C:42]([NH:46][C:47](=[O:56])[CH2:48][CH3:49])[CH:43]=[CH:44][CH:45]=2)=[N:17]1. The catalyst class is: 89. (7) Reactant: BrC1C=CC(O)=C(C2C=[CH:16][C:15]3[C:10](=[CH:11][CH:12]=[C:13]([C:18]4[N:22]([CH:23]5[CH2:28][CH2:27][CH2:26][CH2:25][CH2:24]5)[C:21]5[CH:29]=[CH:30][C:31]([C:33]([OH:35])=[O:34])=[CH:32][C:20]=5[N:19]=4)[CH:14]=3)[N:9]=2)C=1.[Cl:37][C:38]1[CH:43]=[CH:42][C:41]([C:44]2[O:48][C:47]([CH3:49])=[C:46]([C:50](=O)[CH3:51])[CH:45]=2)=[CH:40][CH:39]=1.[OH-].[K+]. Product: [Cl:37][C:38]1[CH:43]=[CH:42][C:41]([C:44]2[O:48][C:47]([CH3:49])=[C:46]([C:50]3[CH:51]=[CH:16][C:15]4[C:10](=[CH:11][CH:12]=[C:13]([C:18]5[N:22]([CH:23]6[CH2:24][CH2:25][CH2:26][CH2:27][CH2:28]6)[C:21]6[CH:29]=[CH:30][C:31]([C:33]([OH:35])=[O:34])=[CH:32][C:20]=6[N:19]=5)[CH:14]=4)[N:9]=3)[CH:45]=2)=[CH:40][CH:39]=1. The catalyst class is: 8. (8) The catalyst class is: 2. Product: [OH:1][CH2:2][CH:3]1[O:20][CH:4]1[C:5]1[CH:14]=[CH:13][C:8]2[C:9](=[O:12])[O:10][CH2:11][C:7]=2[CH:6]=1. Reactant: [OH:1][CH2:2]/[CH:3]=[CH:4]/[C:5]1[CH:14]=[CH:13][C:8]2[C:9](=[O:12])[O:10][CH2:11][C:7]=2[CH:6]=1.ClC1C=C(C=CC=1)C(O)=[O:20]. (9) Reactant: [CH3:1][C:2]1[O:3][CH:4]=[CH:5][C:6]=1[CH3:7].[CH2:8](Br)[C:9]1[CH:14]=[CH:13][CH:12]=[CH:11][CH:10]=1. Product: [CH2:8]([C:4]1[O:3][C:2]([CH3:1])=[C:6]([CH3:7])[CH:5]=1)[C:9]1[CH:14]=[CH:13][CH:12]=[CH:11][CH:10]=1. The catalyst class is: 1. (10) Reactant: [H-].[Na+].[CH2:3]([O:10][C:11]([C:13]1[C:21]2[C:16](=[CH:17][CH:18]=[C:19]([O:22][CH2:23][CH2:24][Cl:25])[CH:20]=2)[NH:15][C:14]=1[CH3:26])=[O:12])[C:4]1[CH:9]=[CH:8][CH:7]=[CH:6][CH:5]=1.[CH2:27](Br)[C:28]1[CH:33]=[CH:32][CH:31]=[CH:30][CH:29]=1.O. Product: [CH2:3]([O:10][C:11]([C:13]1[C:21]2[C:16](=[CH:17][CH:18]=[C:19]([O:22][CH2:23][CH2:24][Cl:25])[CH:20]=2)[N:15]([CH2:27][C:28]2[CH:33]=[CH:32][CH:31]=[CH:30][CH:29]=2)[C:14]=1[CH3:26])=[O:12])[C:4]1[CH:9]=[CH:8][CH:7]=[CH:6][CH:5]=1. The catalyst class is: 3.